From a dataset of Forward reaction prediction with 1.9M reactions from USPTO patents (1976-2016). Predict the product of the given reaction. (1) Given the reactants [CH3:1][N:2]([CH:4]([N:36]([CH3:38])[CH3:37])[CH2:5][CH2:6][NH:7][CH:8]([S:21][S:22][CH2:23][C@:24](C(OC(C)(C)C)=O)([NH2:28])[C:25]([OH:27])=[O:26])[C@:9](C(OC(C)(C)C)=O)([NH2:13])[C:10]([OH:12])=[O:11])[CH3:3].N#N, predict the reaction product. The product is: [CH3:3][N:2]([CH:4]([N:36]([CH3:37])[CH3:38])[CH2:5][CH2:6][NH:7][CH:8]([S:21][S:22][CH2:23][C@H:24]([NH2:28])[C:25]([OH:27])=[O:26])[C@H:9]([NH2:13])[C:10]([OH:12])=[O:11])[CH3:1]. (2) Given the reactants [C:1]([O:5][C:6]([N:8]1[C@@H:12]([CH3:13])[C@H:11]([F:14])[CH2:10][C@H:9]1[C:15]([OH:17])=O)=[O:7])([CH3:4])([CH3:3])[CH3:2].CCN(C(C)C)C(C)C.CN(C(ON1N=NC2C=CC=NC1=2)=[N+](C)C)C.F[P-](F)(F)(F)(F)F.Cl.[Cl:52][C:53]1[CH:58]=[C:57]([CH2:59][NH2:60])[C:56]([C:61]([F:64])([F:63])[F:62])=[CH:55][N:54]=1, predict the reaction product. The product is: [Cl:52][C:53]1[CH:58]=[C:57]([CH2:59][NH:60][C:15]([C@H:9]2[N:8]([C:6]([O:5][C:1]([CH3:2])([CH3:3])[CH3:4])=[O:7])[C@@H:12]([CH3:13])[C@H:11]([F:14])[CH2:10]2)=[O:17])[C:56]([C:61]([F:62])([F:63])[F:64])=[CH:55][N:54]=1. (3) Given the reactants C[O:2][C:3]([C:5]1[CH:6]=[C:7]([Cl:32])[CH:8]=[C:9]2[C:14]=1[NH:13][CH:12]([C:15]1[CH:16]=[C:17]([C:21]3[CH:26]=[CH:25][C:24]([N:27]([CH3:29])[CH3:28])=[CH:23][CH:22]=3)[CH:18]=[CH:19][CH:20]=1)[C:11]([CH3:31])([CH3:30])[CH2:10]2)=[O:4].[OH-].[Na+].Cl, predict the reaction product. The product is: [Cl:32][C:7]1[CH:8]=[C:9]2[C:14](=[C:5]([C:3]([OH:4])=[O:2])[CH:6]=1)[NH:13][CH:12]([C:15]1[CH:16]=[C:17]([C:21]3[CH:22]=[CH:23][C:24]([N:27]([CH3:29])[CH3:28])=[CH:25][CH:26]=3)[CH:18]=[CH:19][CH:20]=1)[C:11]([CH3:31])([CH3:30])[CH2:10]2. (4) Given the reactants Br[C:2]1[C:3]2[N:4]([C:9]([C:30]3[CH:35]=[CH:34][CH:33]=[CH:32][CH:31]=3)=[C:10]([C:12]3[CH:17]=[CH:16][C:15]([C:18]4([NH:22][C:23](=[O:29])[O:24][C:25]([CH3:28])([CH3:27])[CH3:26])[CH2:21][CH2:20][CH2:19]4)=[CH:14][CH:13]=3)[N:11]=2)[N:5]=[C:6]([Cl:8])[CH:7]=1.[NH:36]1[CH:40]=[CH:39][N:38]=[C:37]1B(O)O.[F-].[Cs+], predict the reaction product. The product is: [Cl:8][C:6]1[CH:7]=[C:2]([C:37]2[NH:36][CH:40]=[CH:39][N:38]=2)[C:3]2[N:4]([C:9]([C:30]3[CH:35]=[CH:34][CH:33]=[CH:32][CH:31]=3)=[C:10]([C:12]3[CH:17]=[CH:16][C:15]([C:18]4([NH:22][C:23](=[O:29])[O:24][C:25]([CH3:28])([CH3:27])[CH3:26])[CH2:21][CH2:20][CH2:19]4)=[CH:14][CH:13]=3)[N:11]=2)[N:5]=1. (5) The product is: [CH3:2][O:3][N:4]([CH3:5])[C:6]([CH:9]1[CH:11]([CH3:12])[CH:10]1[C:13]([O:15][CH3:16])=[O:14])=[O:7]. Given the reactants Cl.[CH3:2][O:3][NH:4][CH3:5].[C:6]([CH:9]1[CH:11]([CH3:12])[CH:10]1[C:13]([O:15][CH3:16])=[O:14])(Cl)=[O:7].N1C=CC=CC=1, predict the reaction product.